From a dataset of Full USPTO retrosynthesis dataset with 1.9M reactions from patents (1976-2016). Predict the reactants needed to synthesize the given product. (1) Given the product [Cl:20][C:19]1[C:6]2[N:5]([C:3](=[O:4])[CH2:2][C:21]#[N:22])[C:11]3[CH:12]=[CH:13][CH:14]=[CH:15][C:10]=3[CH:9]=[CH:8][C:7]=2[CH:16]=[CH:17][CH:18]=1, predict the reactants needed to synthesize it. The reactants are: Cl[CH2:2][C:3]([N:5]1[C:11]2[CH:12]=[CH:13][CH:14]=[CH:15][C:10]=2[CH:9]=[CH:8][C:7]2[CH:16]=[CH:17][CH:18]=[C:19]([Cl:20])[C:6]1=2)=[O:4].[C-:21]#[N:22].[Na+]. (2) Given the product [C:30]([C:34]1[CH:44]=[CH:43][C:37]([O:38][CH2:39][C@@H:40]([OH:41])[CH2:42][N:3]2[CH2:4][CH2:5][CH:6]([N:9]3[CH2:14][CH2:13][C:12]4([O:19][C:18]5[C:20]6[C:25]([C:26](=[O:29])[C:27](=[O:28])[C:17]=5[S:16][CH2:15]4)=[CH:24][CH:23]=[CH:22][CH:21]=6)[CH2:11][CH2:10]3)[CH2:7][CH2:8]2)=[CH:36][CH:35]=1)([CH3:31])([CH3:32])[CH3:33], predict the reactants needed to synthesize it. The reactants are: Cl.Cl.[NH:3]1[CH2:8][CH2:7][CH:6]([N:9]2[CH2:14][CH2:13][C:12]3([O:19][C:18]4[C:20]5[C:25]([C:26](=[O:29])[C:27](=[O:28])[C:17]=4[S:16][CH2:15]3)=[CH:24][CH:23]=[CH:22][CH:21]=5)[CH2:11][CH2:10]2)[CH2:5][CH2:4]1.[C:30]([C:34]1[CH:44]=[CH:43][C:37]([O:38][CH2:39][C@@H:40]2[CH2:42][O:41]2)=[CH:36][CH:35]=1)([CH3:33])([CH3:32])[CH3:31].CCN(C(C)C)C(C)C. (3) The reactants are: Cl.[F:2][C@@:3]12[C@:16]3([CH3:17])[C:11](=[CH:12][C:13](=[O:18])[CH:14]=[CH:15]3)[C@@H:10]([F:19])[CH2:9][C@H:8]1[C@@H:7]1[CH2:20][C@@H:21]3[C@:25]([C:26](=[O:32])[CH2:27][O:28][C:29](=[O:31])[CH3:30])([C@@:6]1([CH3:33])[CH2:5][C@@H:4]2[OH:34])[CH2:24][NH:23][CH2:22]3.[CH3:35][C:36]([CH3:41])([CH3:40])[CH2:37][CH:38]=O.C(O)=O. Given the product [CH3:35][C:36]([CH3:41])([CH3:40])[CH2:37][CH2:38][N:23]1[CH2:24][C@:25]2([C:26](=[O:32])[CH2:27][O:28][C:29](=[O:31])[CH3:30])[C@@H:21]([CH2:20][C@H:7]3[C@H:8]4[C@@:3]([F:2])([C@:16]5([CH3:17])[C:11]([C@@H:10]([F:19])[CH2:9]4)=[CH:12][C:13](=[O:18])[CH:14]=[CH:15]5)[C@@H:4]([OH:34])[CH2:5][C@@:6]32[CH3:33])[CH2:22]1, predict the reactants needed to synthesize it. (4) Given the product [CH2:1]([N:3]([CH2:4][CH3:5])[C:7]([CH3:11])([C:8]#[CH:9])[CH3:10])[CH3:2], predict the reactants needed to synthesize it. The reactants are: [CH2:1]([NH:3][CH2:4][CH3:5])[CH3:2].Cl[C:7]([CH3:11])([CH3:10])[C:8]#[CH:9].C(N(CC)CC)C. (5) The reactants are: [C:1]([C:3]1[CH:4]=[N:5][N:6]2[C:11](=[O:12])[C:10]([CH2:13][CH3:14])=[C:9]([C:15]([OH:17])=O)[NH:8][C:7]=12)#[N:2].Cl.[CH3:19][O:20][NH:21][CH3:22].CCN(C(C)C)C(C)C.CN(C(ON1N=NC2C=CC=NC1=2)=[N+](C)C)C.F[P-](F)(F)(F)(F)F. Given the product [C:1]([C:3]1[CH:4]=[N:5][N:6]2[C:11](=[O:12])[C:10]([CH2:13][CH3:14])=[C:9]([C:15]([N:21]([O:20][CH3:19])[CH3:22])=[O:17])[NH:8][C:7]=12)#[N:2], predict the reactants needed to synthesize it. (6) Given the product [CH2:20]([N:22]1[CH2:29][C@@H:30]([OH:21])[C@H:31]([OH:32])[CH2:1]1)[C:14]1[CH:19]=[CH:18][CH:17]=[CH:16][CH:15]=1, predict the reactants needed to synthesize it. The reactants are: [CH3:1]OC(C)[O-].COC(C)[O-].[H-].[Al+3].[Na+].[C:14]1([CH3:20])[CH:19]=[CH:18][CH:17]=[CH:16][CH:15]=1.[OH-:21].[NH4+:22].CCOC(C)=O.[CH2:29]1C[O:32][CH2:31][CH2:30]1. (7) Given the product [ClH:5].[CH3:19][C:16]1[CH:17]=[CH:18][C:13]([NH:12][C:10]([NH:9][CH2:8][C:7]2[CH:6]=[CH:23][CH:22]=[CH:21][C:20]=2[O:24][C:25]2[CH:30]=[CH:29][CH:28]=[CH:27][CH:26]=2)=[NH:11])=[N:14][CH:15]=1, predict the reactants needed to synthesize it. The reactants are: C(O)(=O)C.[Cl:5][C:6]1[CH:23]=[CH:22][CH:21]=[C:20]([O:24][C:25]2[CH:30]=[CH:29][CH:28]=[CH:27][CH:26]=2)[C:7]=1[CH2:8][NH:9][C:10]([NH:12][C:13]1[CH:18]=[CH:17][C:16]([CH3:19])=[CH:15][N:14]=1)=[NH:11]. (8) The reactants are: [CH3:1][CH:2]1[CH2:7][CH2:6][N:5]([C:8]2[CH:15]=[CH:14][C:11]([C:12]#N)=[CH:10][CH:9]=2)[CH2:4][CH2:3]1.[OH-:16].[K+].[OH2:18]. Given the product [CH3:1][CH:2]1[CH2:7][CH2:6][N:5]([C:8]2[CH:15]=[CH:14][C:11]([C:12]([OH:18])=[O:16])=[CH:10][CH:9]=2)[CH2:4][CH2:3]1, predict the reactants needed to synthesize it.